From a dataset of Forward reaction prediction with 1.9M reactions from USPTO patents (1976-2016). Predict the product of the given reaction. (1) Given the reactants [F:1][C:2]1[C:11]([C:12]([C:14]2[N:18]3[N:19]=[C:20]([C:23]4[CH:24]=[N:25][N:26]([CH3:28])[CH:27]=4)[CH:21]=[CH:22][C:17]3=[N:16][CH:15]=2)=[O:13])=[C:10]([F:29])[CH:9]=[C:8]2[C:3]=1[CH:4]=[CH:5][CH:6]=[N:7]2.[CH3:30][Mg]Br, predict the reaction product. The product is: [F:1][C:2]1[C:11]([C:12]([C:14]2[N:18]3[N:19]=[C:20]([C:23]4[CH:24]=[N:25][N:26]([CH3:28])[CH:27]=4)[CH:21]=[CH:22][C:17]3=[N:16][CH:15]=2)([OH:13])[CH3:30])=[C:10]([F:29])[CH:9]=[C:8]2[C:3]=1[CH:4]=[CH:5][CH:6]=[N:7]2. (2) Given the reactants Br.Br.Br.[CH2:4]([C:6]1[C:7]([C:14]2[CH:22]=[C:21]3[C:17]([C:18]([C:23]4[NH:24][C:25]5[CH2:30][CH2:29][NH:28][CH2:27][C:26]=5[N:31]=4)=[N:19][NH:20]3)=[CH:16][CH:15]=2)=[CH:8][C:9]([F:13])=[C:10]([OH:12])[CH:11]=1)[CH3:5].[C:32]([C:34]1[CH:42]=[CH:41][C:37]([C:38](Cl)=[O:39])=[CH:36][N:35]=1)#[N:33].CCN(C(C)C)C(C)C.C(=O)([O-])O.[Na+], predict the reaction product. The product is: [CH2:4]([C:6]1[CH:11]=[C:10]([OH:12])[C:9]([F:13])=[CH:8][C:7]=1[C:14]1[CH:22]=[C:21]2[C:17]([C:18]([C:23]3[NH:24][C:25]4[CH2:30][CH2:29][N:28]([C:38]([C:37]5[CH:41]=[CH:42][C:34]([C:32]#[N:33])=[N:35][CH:36]=5)=[O:39])[CH2:27][C:26]=4[N:31]=3)=[N:19][NH:20]2)=[CH:16][CH:15]=1)[CH3:5]. (3) Given the reactants Cl[C:2]1[CH:9]=[CH:8][CH:7]=[C:6]([CH3:10])[C:3]=1[C:4]#[N:5].C[S-:12].[Na+], predict the reaction product. The product is: [SH:12][C:2]1[CH:9]=[CH:8][CH:7]=[C:6]([CH3:10])[C:3]=1[C:4]#[N:5].